Dataset: NCI-60 drug combinations with 297,098 pairs across 59 cell lines. Task: Regression. Given two drug SMILES strings and cell line genomic features, predict the synergy score measuring deviation from expected non-interaction effect. Synergy scores: CSS=57.2, Synergy_ZIP=-6.46, Synergy_Bliss=-8.65, Synergy_Loewe=-7.18, Synergy_HSA=-3.38. Drug 2: C1C(C(OC1N2C=C(C(=O)NC2=O)F)CO)O. Cell line: SW-620. Drug 1: CCC1=CC2CC(C3=C(CN(C2)C1)C4=CC=CC=C4N3)(C5=C(C=C6C(=C5)C78CCN9C7C(C=CC9)(C(C(C8N6C)(C(=O)OC)O)OC(=O)C)CC)OC)C(=O)OC.C(C(C(=O)O)O)(C(=O)O)O.